From a dataset of Forward reaction prediction with 1.9M reactions from USPTO patents (1976-2016). Predict the product of the given reaction. Given the reactants [Cl:1][C:2]1[CH:7]=[CH:6][C:5]([NH:8][C:9](=[O:30])[C:10]2[CH:15]=[CH:14][C:13]([CH2:16][S:17]([CH3:20])(=[O:19])=[O:18])=[C:12]([O:21][CH2:22][CH2:23][N:24]3[CH2:29][CH2:28][NH:27][CH2:26][CH2:25]3)[CH:11]=2)=[CH:4][C:3]=1[C:31]1[CH:36]=[CH:35][CH:34]=[CH:33][N:32]=1.C(N(C(C)C)C(C)C)C.[CH3:46][S:47](Cl)(=[O:49])=[O:48], predict the reaction product. The product is: [Cl:1][C:2]1[CH:7]=[CH:6][C:5]([NH:8][C:9](=[O:30])[C:10]2[CH:15]=[CH:14][C:13]([CH2:16][S:17]([CH3:20])(=[O:19])=[O:18])=[C:12]([O:21][CH2:22][CH2:23][N:24]3[CH2:29][CH2:28][N:27]([S:47]([CH3:46])(=[O:49])=[O:48])[CH2:26][CH2:25]3)[CH:11]=2)=[CH:4][C:3]=1[C:31]1[CH:36]=[CH:35][CH:34]=[CH:33][N:32]=1.